This data is from Forward reaction prediction with 1.9M reactions from USPTO patents (1976-2016). The task is: Predict the product of the given reaction. (1) Given the reactants C([O:3][C:4]([C:6]1[CH:7]=[N:8][C:9]2[C:14]([C:15]=1[N:16]([CH2:21][CH:22]1[CH2:24][CH2:23]1)[CH2:17][CH:18]1[CH2:20][CH2:19]1)=[CH:13][CH:12]=[CH:11][CH:10]=2)=O)C.CC(C[AlH]CC(C)C)C.C(C(C(C([O-])=O)O)O)([O-])=O.[Na+].[K+], predict the reaction product. The product is: [CH:22]1([CH2:21][N:16]([CH2:17][CH:18]2[CH2:19][CH2:20]2)[C:15]2[C:14]3[C:9](=[CH:10][CH:11]=[CH:12][CH:13]=3)[N:8]=[CH:7][C:6]=2[CH2:4][OH:3])[CH2:24][CH2:23]1. (2) The product is: [ClH:31].[N:11]1([C:14]2[N:15]=[CH:16][C:17]([C:20]3[N:21]=[N:22][N:23]([CH2:25][C:26]([O:28][CH2:29][CH3:30])=[O:27])[N:24]=3)=[N:18][CH:19]=2)[CH2:12][CH2:13][NH:8][CH2:9][CH2:10]1. Given the reactants C(OC([N:8]1[CH2:13][CH2:12][N:11]([C:14]2[CH:19]=[N:18][C:17]([C:20]3[N:21]=[N:22][N:23]([CH2:25][C:26]([O:28][CH2:29][CH3:30])=[O:27])[N:24]=3)=[CH:16][N:15]=2)[CH2:10][CH2:9]1)=O)(C)(C)C.[ClH:31], predict the reaction product. (3) Given the reactants C(OC1C=C[N:12]([C:15]2[CH:20]=CC(O)=[CH:17][CH:16]=2)[C:11](=O)C=1)C1C=CC=CC=1.[CH2:23]([OH:25])[CH3:24], predict the reaction product. The product is: [OH:25][CH2:23][C:24]1[CH:17]=[CH:16][C:15]([CH3:20])=[N:12][CH:11]=1.